This data is from Forward reaction prediction with 1.9M reactions from USPTO patents (1976-2016). The task is: Predict the product of the given reaction. (1) Given the reactants C([O:4][C:5]([C:7]1[O:14][C:13]2[C:12]([NH:15][C:16](=[O:26])[C:17]3[CH:22]=[CH:21][CH:20]=[CH:19][C:18]=3[N+:23]([O-])=O)=[N:11][N:10](C(OCC)=O)[C:9]=2[CH:8]=1)=[O:6])CC.[OH-].[Na+], predict the reaction product. The product is: [NH2:23][C:18]1[CH:19]=[CH:20][CH:21]=[CH:22][C:17]=1[C:16]([NH:15][C:12]1[NH:11][N:10]=[C:9]2[CH:8]=[C:7]([C:5]([OH:6])=[O:4])[O:14][C:13]=12)=[O:26]. (2) Given the reactants [C:1]1([P:7]([C:11]2[CH:16]=[CH:15][CH:14]=[CH:13][CH:12]=2)[O:8]CC)[CH:6]=[CH:5][CH:4]=[CH:3][CH:2]=1.[F:17][C:18]([F:22])([F:21])[CH2:19]I, predict the reaction product. The product is: [F:17][C:18]([F:22])([F:21])[CH2:19][P:7](=[O:8])([C:1]1[CH:2]=[CH:3][CH:4]=[CH:5][CH:6]=1)[C:11]1[CH:12]=[CH:13][CH:14]=[CH:15][CH:16]=1. (3) Given the reactants [CH3:1][O:2][C:3](=[O:21])[CH2:4][NH:5][C:6]1[CH:7]=[N:8][CH:9]=[CH:10][C:11]=1[C:12]1[CH:17]=[CH:16][C:15]([F:18])=[CH:14][C:13]=1[O:19][CH3:20].[F:22][C:23]([F:38])([F:37])[C:24]1[CH:25]=[C:26]([CH:30]=[C:31]([C:33]([F:36])([F:35])[F:34])[N:32]=1)[C:27](O)=[O:28], predict the reaction product. The product is: [CH3:1][O:2][C:3](=[O:21])[CH2:4][N:5]([C:27]([C:26]1[CH:30]=[C:31]([C:33]([F:34])([F:35])[F:36])[N:32]=[C:24]([C:23]([F:38])([F:22])[F:37])[CH:25]=1)=[O:28])[C:6]1[CH:7]=[N:8][CH:9]=[CH:10][C:11]=1[C:12]1[CH:17]=[CH:16][C:15]([F:18])=[CH:14][C:13]=1[O:19][CH3:20]. (4) Given the reactants [NH2:1][C@@H:2](/[CH:5]=[C:6](/[C:9]1[CH:14]=[CH:13][C:12]([Cl:15])=[CH:11][CH:10]=1)\[CH2:7][CH3:8])[CH2:3][OH:4], predict the reaction product. The product is: [NH2:1][C@@H:2]([CH2:5][CH:6]([C:9]1[CH:10]=[CH:11][C:12]([Cl:15])=[CH:13][CH:14]=1)[CH2:7][CH3:8])[CH2:3][OH:4]. (5) Given the reactants [CH3:1][O:2][C:3]([C:5]1[C:13]2[O:12][CH2:11][CH2:10][C:9]=2[CH:8]=[C:7](Br)[CH:6]=1)=[O:4].[F:15][C:16]1[CH:17]=[C:18](B(O)O)[CH:19]=[C:20]([O:23][CH3:24])[C:21]=1[F:22].CCCC[N+](CCCC)(CCCC)CCCC.[F-], predict the reaction product. The product is: [CH3:1][O:2][C:3]([C:5]1[C:13]2[O:12][CH2:11][CH2:10][C:9]=2[CH:8]=[C:7]([C:18]2[CH:19]=[C:20]([O:23][CH3:24])[C:21]([F:22])=[C:16]([F:15])[CH:17]=2)[CH:6]=1)=[O:4]. (6) Given the reactants C(OC([N:8]1[CH2:13][CH2:12][N:11]([C:14]2[C:15]3[C:30]([O:31][CH3:32])=[CH:29][N:28]=[CH:27][C:16]=3[N:17]=[C:18]([C:20]3[CH:25]=[CH:24][N:23]=[C:22](Cl)[CH:21]=3)[N:19]=2)[CH2:10][CH2:9]1)=O)(C)(C)C.C(OC([N:40]1[CH2:45][CH2:44][CH:43]([N:46]2[CH:50]=[C:49]([NH2:51])[CH:48]=[N:47]2)[CH2:42][CH2:41]1)=O)(C)(C)C, predict the reaction product. The product is: [CH3:32][O:31][C:30]1[C:15]2[C:14]([N:11]3[CH2:12][CH2:13][NH:8][CH2:9][CH2:10]3)=[N:19][C:18]([C:20]3[CH:25]=[CH:24][N:23]=[C:22]([NH:51][C:49]4[CH:48]=[N:47][N:46]([CH:43]5[CH2:44][CH2:45][NH:40][CH2:41][CH2:42]5)[CH:50]=4)[CH:21]=3)=[N:17][C:16]=2[CH:27]=[N:28][CH:29]=1.